This data is from Reaction yield outcomes from USPTO patents with 853,638 reactions. The task is: Predict the reaction yield, written as a fraction of the theoretical maximum amount of product (1.0 means a 100% yield; for example, 0.34 means a 34% yield). (1) The reactants are [N+:1]([C:4]1[CH:5]=[C:6](O)[CH:7]=[CH:8][CH:9]=1)([O-:3])=[O:2].C([O-])([O-])=[O:12].[K+].[K+].Br[CH2:18][C:19]([O:21][CH2:22][CH3:23])=[O:20]. The catalyst is CC(C)=O. The product is [N+:1]([C:4]1[CH:5]=[CH:6][C:7]([O:12][CH2:18][C:19]([O:21][CH2:22][CH3:23])=[O:20])=[CH:8][CH:9]=1)([O-:3])=[O:2]. The yield is 0.920. (2) The reactants are [F:1][C:2]1[C:7]2[N:8]=C(C)[S:10][C:6]=2[C:5]([F:12])=[CH:4][C:3]=1[F:13].[ClH:14].O1CCOCC1. The catalyst is C(O)CO.[OH-].[Na+]. The product is [ClH:14].[NH2:8][C:7]1[C:2]([F:1])=[C:3]([F:13])[CH:4]=[C:5]([F:12])[C:6]=1[SH:10]. The yield is 0.730. (3) The reactants are [C:1]([C:4]1[CH:13]=[N:12][C:11]2[N:10]([CH2:14][C:15]3[CH:20]=[CH:19][C:18]([O:21][CH3:22])=[CH:17][CH:16]=3)[C:9](=[O:23])[N:8]3[N:24]=[CH:25][N:26]=[C:7]3[C:6]=2[CH:5]=1)(=[O:3])C.C1COCC1.C[Si](C)(C)[C:34]([F:37])([F:36])[F:35].[F-].C([N+](CCCC)(CCCC)CCCC)CCC. The catalyst is C(=O)(O)[O-].[Na+]. The product is [CH3:22][O:21][C:18]1[CH:17]=[CH:16][C:15]([CH2:14][N:10]2[C:11]3[N:12]=[CH:13][C:4]([CH:1]([OH:3])[C:34]([F:37])([F:36])[F:35])=[CH:5][C:6]=3[C:7]3=[N:26][CH:25]=[N:24][N:8]3[C:9]2=[O:23])=[CH:20][CH:19]=1. The yield is 0.480. (4) The reactants are Cl[C:2]1[N:3]=[C:4]([NH:12][CH:13]2[CH2:18][CH2:17][CH2:16][CH2:15][CH2:14]2)[C:5]2[S:10][CH:9]=[C:8]([CH3:11])[C:6]=2[N:7]=1.[CH2:19]([NH:22][CH2:23][CH:24]=[CH2:25])[CH:20]=[CH2:21].C(=O)([O-])O.[Na+]. No catalyst specified. The product is [CH2:19]([N:22]([CH2:23][CH:24]=[CH2:25])[C:2]1[N:3]=[C:4]([NH:12][CH:13]2[CH2:18][CH2:17][CH2:16][CH2:15][CH2:14]2)[C:5]2[S:10][CH:9]=[C:8]([CH3:11])[C:6]=2[N:7]=1)[CH:20]=[CH2:21]. The yield is 0.727. (5) The reactants are [N:1]1[CH:6]=[CH:5][CH:4]=[C:3]([C:7]2[CH:8]=[C:9]3[N:14]([CH:15]=2)[N:13]=[CH:12][N:11]=[C:10]3O)[CH:2]=1.O=P(Cl)(Cl)[Cl:19].CCN(C(C)C)C(C)C. The catalyst is C1(C)C=CC=CC=1. The product is [Cl:19][C:10]1[C:9]2=[CH:8][C:7]([C:3]3[CH:2]=[N:1][CH:6]=[CH:5][CH:4]=3)=[CH:15][N:14]2[N:13]=[CH:12][N:11]=1. The yield is 0.330. (6) The reactants are [C:1]([C:3]1[C:4]([C:17]2[CH:22]=[CH:21][C:20]([Cl:23])=[CH:19][C:18]=2[Cl:24])=[C:5]([C:14](O)=[O:15])[S:6][C:7]=1[N:8]1[CH2:13][CH2:12][O:11][CH2:10][CH2:9]1)#[N:2].[NH2:25][CH2:26][CH2:27][NH:28]C(OC(C)(C)C)=O.Cl.CN(C)CCCN=C=NCC.ON1C2C=CC=CC=2N=N1.Cl. The catalyst is C(Cl)Cl.O.O1CCOCC1. The product is [NH2:25][CH2:26][CH2:27][NH:28][C:14]([C:5]1[S:6][C:7]([N:8]2[CH2:9][CH2:10][O:11][CH2:12][CH2:13]2)=[C:3]([C:1]#[N:2])[C:4]=1[C:17]1[CH:22]=[CH:21][C:20]([Cl:23])=[CH:19][C:18]=1[Cl:24])=[O:15]. The yield is 0.670. (7) The reactants are [CH2:1]([CH:4]1[CH2:8][NH:7][C:6](=[O:9])[CH2:5]1)[CH2:2][CH3:3].[H-].[Na+].[Br:12][C:13]1[C:14]([CH2:31]Cl)=[C:15]2[N:21]=[CH:20][N:19]([CH2:22][C:23]3[CH:28]=[CH:27][C:26]([O:29][CH3:30])=[CH:25][CH:24]=3)[C:16]2=[N:17][CH:18]=1. The catalyst is CN(C=O)C.[Br-].C([N+](CCCC)(CCCC)CCCC)CCC. The product is [Br:12][C:13]1[C:14]([CH2:31][N:7]2[CH2:8][CH:4]([CH2:1][CH2:2][CH3:3])[CH2:5][C:6]2=[O:9])=[C:15]2[N:21]=[CH:20][N:19]([CH2:22][C:23]3[CH:28]=[CH:27][C:26]([O:29][CH3:30])=[CH:25][CH:24]=3)[C:16]2=[N:17][CH:18]=1. The yield is 0.650. (8) The reactants are [N+]([N:4]1[CH:8]=[C:7]([N+:9]([O-:11])=[O:10])[N:6]=[CH:5]1)([O-])=O.[CH:12]1(N)[CH2:15][CH2:14][CH2:13]1. The catalyst is CO. The product is [CH:12]1([N:4]2[CH:8]=[C:7]([N+:9]([O-:11])=[O:10])[N:6]=[CH:5]2)[CH2:15][CH2:14][CH2:13]1. The yield is 0.920. (9) The reactants are [CH3:1][C:2]1[O:6][N:5]=[C:4]([C:7]2[CH:12]=[CH:11][N:10]=[CH:9][CH:8]=2)[C:3]=1[CH2:13][O:14][C:15]1[CH:23]=[CH:22][C:18]([C:19]([OH:21])=O)=[CH:17][N:16]=1.[NH:24]1[CH2:29][CH2:28][O:27][CH2:26][CH2:25]1. No catalyst specified. The product is [CH3:1][C:2]1[O:6][N:5]=[C:4]([C:7]2[CH:8]=[CH:9][N:10]=[CH:11][CH:12]=2)[C:3]=1[CH2:13][O:14][C:15]1[N:16]=[CH:17][C:18]([C:19]([N:24]2[CH2:29][CH2:28][O:27][CH2:26][CH2:25]2)=[O:21])=[CH:22][CH:23]=1. The yield is 0.510. (10) The reactants are [NH2:1][CH2:2][CH2:3][CH2:4][C:5]([CH3:43])([CH3:42])[CH2:6][N:7]([S:31]([C:34]1[CH:39]=[CH:38][CH:37]=[C:36]([NH:40][CH3:41])[CH:35]=1)(=[O:33])=[O:32])[CH2:8][C@@H:9]([OH:30])[C@@H:10]([NH:18][C:19](=[O:29])[O:20][C@@H:21]1[C@H:28]2[C@H:24]([O:25][CH2:26][CH2:27]2)[O:23][CH2:22]1)[CH2:11][C:12]1[CH:17]=[CH:16][CH:15]=[CH:14][CH:13]=1.C(N(CC)C(C)C)(C)C.[CH3:53][N:54]([CH3:58])[C:55](Cl)=[O:56]. The catalyst is C1COCC1. The product is [CH2:11]([C@H:10]([NH:18][C:19](=[O:29])[O:20][C@@H:21]1[C@H:28]2[C@H:24]([O:25][CH2:26][CH2:27]2)[O:23][CH2:22]1)[C@H:9]([OH:30])[CH2:8][N:7]([CH2:6][C:5]([CH3:43])([CH3:42])[CH2:4][CH2:3][CH2:2][NH:1][C:55]([N:54]([CH3:58])[CH3:53])=[O:56])[S:31]([C:34]1[CH:39]=[CH:38][CH:37]=[C:36]([NH:40][CH3:41])[CH:35]=1)(=[O:33])=[O:32])[C:12]1[CH:17]=[CH:16][CH:15]=[CH:14][CH:13]=1. The yield is 0.790.